Dataset: Full USPTO retrosynthesis dataset with 1.9M reactions from patents (1976-2016). Task: Predict the reactants needed to synthesize the given product. (1) Given the product [F:21][C@H:19]1[CH2:20][NH:15][CH2:16][C:17]([CH3:24])([CH3:23])[C@H:18]1[OH:22], predict the reactants needed to synthesize it. The reactants are: FC(F)(F)C(O)=O.C(OC([N:15]1[CH2:20][C@H:19]([F:21])[C@H:18]([OH:22])[C:17]([CH3:24])([CH3:23])[CH2:16]1)=O)(C)(C)C. (2) Given the product [CH2:1]1[O:9][C:8]2[CH:7]=[CH:6][C:5]([CH:10]3[C:18]4[C:13](=[CH:14][CH:15]=[CH:16][CH:17]=4)[CH:12]([C:19]4[CH:24]=[CH:23][C:22]5[O:25][CH2:26][O:27][C:21]=5[CH:20]=4)[CH:11]3[C:28]([OH:30])=[O:29])=[CH:4][C:3]=2[O:2]1, predict the reactants needed to synthesize it. The reactants are: [CH2:1]1[O:9][C:8]2[CH:7]=[CH:6][C:5]([CH:10]3[C:18]4[C:13](=[CH:14][CH:15]=[CH:16][CH:17]=4)[CH:12]([C:19]4[CH:24]=[CH:23][C:22]5[O:25][CH2:26][O:27][C:21]=5[CH:20]=4)[CH:11]3[C:28]([O:30]CC)=[O:29])=[CH:4][C:3]=2[O:2]1.C1OC2C=CC(C3C4C(=CC=CC=4)C(C4C=CC5OCOC=5C=4)=C3C(OCC)=O)=CC=2O1. (3) Given the product [Cl:1][C:2]1[CH:7]=[CH:6][C:5]([O:8][CH2:9][C:10]2[CH:15]=[CH:14][CH:13]=[CH:12][C:11]=2[Cl:16])=[CH:4][C:3]=1[C:17]([NH:19][CH2:20][C:21]1[CH:22]=[CH:23][C:24]([C:25]([OH:27])=[O:26])=[CH:29][CH:30]=1)=[O:18], predict the reactants needed to synthesize it. The reactants are: [Cl:1][C:2]1[CH:7]=[CH:6][C:5]([O:8][CH2:9][C:10]2[CH:15]=[CH:14][CH:13]=[CH:12][C:11]=2[Cl:16])=[CH:4][C:3]=1[C:17]([NH:19][CH2:20][C:21]1[CH:30]=[CH:29][C:24]([C:25]([O:27]C)=[O:26])=[CH:23][CH:22]=1)=[O:18]. (4) Given the product [C:9]([C:11]1[CH:12]=[CH:13][C:14]([O:15][C@H:16]2[C:19]([CH2:20][CH3:21])([CH2:22][CH3:23])[C:18](=[O:24])[N:17]2[C:25]([NH:27][C@@H:28]([C:32]2[CH:37]=[CH:36][C:35]([O:38][C:39]([F:40])([F:41])[F:42])=[CH:34][CH:33]=2)[CH2:29][CH2:30][CH3:31])=[O:26])=[CH:43][CH:44]=1)([OH:10])=[O:8], predict the reactants needed to synthesize it. The reactants are: C([O:8][C:9]([C:11]1[CH:44]=[CH:43][C:14]([O:15][C@H:16]2[C:19]([CH2:22][CH3:23])([CH2:20][CH3:21])[C:18](=[O:24])[N:17]2[C:25]([NH:27][C@@H:28]([C:32]2[CH:37]=[CH:36][C:35]([O:38][C:39]([F:42])([F:41])[F:40])=[CH:34][CH:33]=2)[CH2:29][CH:30]=[CH2:31])=[O:26])=[CH:13][CH:12]=1)=[O:10])C1C=CC=CC=1.CCOC(C)=O. (5) The reactants are: C(OC([N:8]1[CH2:12][C@H:11]([S:13][C:14]([C:27]2[CH:32]=[CH:31][CH:30]=[CH:29][CH:28]=2)([C:21]2[CH:26]=[CH:25][CH:24]=[CH:23][CH:22]=2)[C:15]2[CH:20]=[CH:19][CH:18]=[CH:17][CH:16]=2)[CH2:10][C@H:9]1[CH2:33][O:34][CH2:35][C:36]1[CH:41]=[C:40]([F:42])[C:39]([F:43])=[CH:38][C:37]=1[F:44])=O)(C)(C)C.C(O)(C(F)(F)F)=O. Given the product [F:44][C:37]1[CH:38]=[C:39]([F:43])[C:40]([F:42])=[CH:41][C:36]=1[CH2:35][O:34][CH2:33][C@@H:9]1[CH2:10][C@@H:11]([S:13][C:14]([C:15]2[CH:16]=[CH:17][CH:18]=[CH:19][CH:20]=2)([C:27]2[CH:32]=[CH:31][CH:30]=[CH:29][CH:28]=2)[C:21]2[CH:22]=[CH:23][CH:24]=[CH:25][CH:26]=2)[CH2:12][NH:8]1, predict the reactants needed to synthesize it. (6) Given the product [N:1]1([CH2:7][C:8]2[CH:13]=[CH:12][C:11]3[NH:14][C:24]([C:20]4[C:19]([N+:16]([O-:18])=[O:17])=[CH:23][NH:22][N:21]=4)=[N:15][C:10]=3[CH:9]=2)[CH2:6][CH2:5][O:4][CH2:3][CH2:2]1, predict the reactants needed to synthesize it. The reactants are: [N:1]1([CH2:7][C:8]2[CH:9]=[C:10]([NH2:15])[C:11]([NH2:14])=[CH:12][CH:13]=2)[CH2:6][CH2:5][O:4][CH2:3][CH2:2]1.[N+:16]([C:19]1[C:20]([C:24](O)=O)=[N:21][NH:22][CH:23]=1)([O-:18])=[O:17].F[B-](F)(F)F.N1(OC(N(C)C)=[N+](C)C)C2C=CC=CC=2N=N1. (7) Given the product [C:40]([C:42]1[CH:43]=[C:44]([CH:48]=[CH:49][CH:50]=1)[C:45]([O:1][CH:2]1[CH2:20][CH:19]2[N:4]([C:5](=[O:39])[CH:6]([NH:31][C:32]([O:34][C:35]([CH3:36])([CH3:38])[CH3:37])=[O:33])[CH2:7][CH2:8][CH2:9][CH2:10][CH2:11][CH:12]=[CH:13][CH:14]3[C:16]([C:22]([NH:24][S:25]([CH:28]4[CH2:30][CH2:29]4)(=[O:27])=[O:26])=[O:23])([NH:17][C:18]2=[O:21])[CH2:15]3)[CH2:3]1)=[O:46])#[N:41], predict the reactants needed to synthesize it. The reactants are: [OH:1][CH:2]1[CH2:20][CH:19]2[N:4]([C:5](=[O:39])[CH:6]([NH:31][C:32]([O:34][C:35]([CH3:38])([CH3:37])[CH3:36])=[O:33])[CH2:7][CH2:8][CH2:9][CH2:10][CH2:11][CH:12]=[CH:13][CH:14]3[C:16]([C:22]([NH:24][S:25]([CH:28]4[CH2:30][CH2:29]4)(=[O:27])=[O:26])=[O:23])([NH:17][C:18]2=[O:21])[CH2:15]3)[CH2:3]1.[C:40]([C:42]1[CH:43]=[C:44]([CH:48]=[CH:49][CH:50]=1)[C:45](Cl)=[O:46])#[N:41]. (8) Given the product [N:1]([CH:4]([C:11]1([OH:34])[CH2:12][N:13]([C:15]([C:17]2[CH:22]=[CH:21][C:20]([F:23])=[C:19]([F:24])[C:18]=2[NH:25][C:26]2[CH:31]=[CH:30][C:29]([I:32])=[CH:28][C:27]=2[F:33])=[O:16])[CH2:14]1)[CH2:5][CH:6]=[O:7])=[N+:2]=[N-:3], predict the reactants needed to synthesize it. The reactants are: [N:1]([CH:4]([C:11]1([OH:34])[CH2:14][N:13]([C:15]([C:17]2[CH:22]=[CH:21][C:20]([F:23])=[C:19]([F:24])[C:18]=2[NH:25][C:26]2[CH:31]=[CH:30][C:29]([I:32])=[CH:28][C:27]=2[F:33])=[O:16])[CH2:12]1)[CH2:5][CH:6]1OCC[O:7]1)=[N+:2]=[N-:3].Cl.C(=O)(O)[O-].[Na+]. (9) Given the product [CH3:15][C:14]([CH3:18])([CH2:16][O:2][N+:1]([O-:4])=[O:3])[CH2:13][OH:12], predict the reactants needed to synthesize it. The reactants are: [N+:1]([O-:4])([OH:3])=[O:2].C(OC(=O)C)(=O)C.[OH:12][CH2:13][C:14]([CH3:18])([CH2:16]O)[CH3:15].CCCCCC. (10) Given the product [F:11][C:8]([F:9])([F:10])[C:7]1[CH:2]=[CH:3][C:4]([C:12]2[C:20]3[CH2:19][CH2:18][CH2:17][C:16]=3[CH:15]=[N:14][CH:13]=2)=[CH:5][CH:6]=1, predict the reactants needed to synthesize it. The reactants are: F[C:2]1[CH:3]=[C:4]([C:12]2[C:20]3[CH2:19][CH2:18][CH2:17][C:16]=3[CH:15]=[N:14][CH:13]=2)[CH:5]=[CH:6][C:7]=1[C:8]([F:11])([F:10])[F:9].FC(F)(F)C1C=CC(C2OC=NC=2)=CC=1.